This data is from Forward reaction prediction with 1.9M reactions from USPTO patents (1976-2016). The task is: Predict the product of the given reaction. Given the reactants CS(O[CH:6]([C:15]1[CH:16]=[N:17][C:18]([NH:21][C:22]([C:24]2([C:27]3[CH:35]=[CH:34][C:30]4[O:31][CH2:32][O:33][C:29]=4[CH:28]=3)[CH2:26][CH2:25]2)=[O:23])=[CH:19][CH:20]=1)[C:7]1[CH:12]=[CH:11][CH:10]=[CH:9][C:8]=1[O:13][CH3:14])(=O)=O.C[O:37][CH2:38][CH2:39][N:40]1[CH2:45][CH2:44][NH:43][CH2:42][CH2:41]1.O1C2C=CC(C3(C(NC4C=CC(C(N(C)C)C5C=CC=CC=5OC)=CN=4)=O)CC3)=CC=2OC1, predict the reaction product. The product is: [O:31]1[C:30]2[CH:34]=[CH:35][C:27]([C:24]3([C:22]([NH:21][C:18]4[CH:19]=[CH:20][C:15]([CH:6]([N:43]5[CH2:44][CH2:45][N:40]([CH2:39][CH2:38][OH:37])[CH2:41][CH2:42]5)[C:7]5[CH:12]=[CH:11][CH:10]=[CH:9][C:8]=5[O:13][CH3:14])=[CH:16][N:17]=4)=[O:23])[CH2:25][CH2:26]3)=[CH:28][C:29]=2[O:33][CH2:32]1.